Predict the reaction yield, written as a fraction of the theoretical maximum amount of product (1.0 means a 100% yield; for example, 0.34 means a 34% yield). From a dataset of Reaction yield outcomes from USPTO patents with 853,638 reactions. (1) The reactants are [OH-].[Na+].[Cl:3][C:4]1[CH:13]=[CH:12][CH:11]=[C:10]([CH:14]2[CH2:16][CH2:15]2)[C:5]=1[C:6]([O:8]C)=[O:7].Cl. The catalyst is CCO.O. The product is [Cl:3][C:4]1[CH:13]=[CH:12][CH:11]=[C:10]([CH:14]2[CH2:15][CH2:16]2)[C:5]=1[C:6]([OH:8])=[O:7]. The yield is 0.860. (2) The yield is 0.602. No catalyst specified. The product is [F:30][C:31]([F:36])([F:35])[C:32]([OH:34])=[O:33].[Cl:1][C:2]1[CH:29]=[CH:28][CH:27]=[CH:26][C:3]=1[CH2:4][N:5]1[C:13]2[C:8](=[N:9][CH:10]=[CH:11][C:12]=2[N:14]2[CH2:19][CH2:18][CH2:17][C@@H:16]([NH2:20])[CH2:15]2)[N:7]([CH3:24])[C:6]1=[O:25]. The reactants are [Cl:1][C:2]1[CH:29]=[CH:28][CH:27]=[CH:26][C:3]=1[CH2:4][N:5]1[C:13]2[C:8](=[N:9][CH:10]=[CH:11][C:12]=2[N:14]2[CH2:19][CH2:18][CH2:17][C@@H:16]([NH:20]C(=O)O)[CH2:15]2)[N:7]([CH3:24])[C:6]1=[O:25].[F:30][C:31]([F:36])([F:35])[C:32]([OH:34])=[O:33]. (3) The reactants are I[C:2]1[CH:7]=[CH:6][CH:5]=[C:4](I)[CH:3]=1.[CH2:9]([OH:14])[CH:10]=[CH:11][C:12]#[CH:13]. The catalyst is C(NC(C)C)(C)C.[Cu]I.C1C=CC([P]([Pd]([P](C2C=CC=CC=2)(C2C=CC=CC=2)C2C=CC=CC=2)([P](C2C=CC=CC=2)(C2C=CC=CC=2)C2C=CC=CC=2)[P](C2C=CC=CC=2)(C2C=CC=CC=2)C2C=CC=CC=2)(C2C=CC=CC=2)C2C=CC=CC=2)=CC=1. The product is [OH:14][CH2:9]/[CH:10]=[CH:11]/[C:12]#[C:13][C:4]1[CH:3]=[C:2]([C:13]#[C:12]/[CH:11]=[CH:10]/[CH2:9][OH:14])[CH:7]=[CH:6][CH:5]=1. The yield is 0.710. (4) The yield is 0.590. The reactants are [Cl:1][C:2]1[CH:7]=[CH:6][C:5]([F:8])=[CH:4][N+:3]=1[O-:9].S(=O)(=O)(O)O.[N+:15]([O-])([O-:17])=[O:16].[K+].[OH-].[NH4+]. No catalyst specified. The product is [Cl:1][C:2]1[CH:7]=[C:6]([N+:15]([O-:17])=[O:16])[C:5]([F:8])=[CH:4][N+:3]=1[O-:9]. (5) The reactants are [Cl:1][C:2]1[CH:23]=[CH:22][C:5]([O:6][C:7]2[CH:12]=[CH:11][C:10]([C:13]3[N:18]=[C:17]([C:19](O)=[O:20])[CH:16]=[CH:15][N:14]=3)=[CH:9][CH:8]=2)=[C:4]([F:24])[CH:3]=1.C(C1NC=CN=1)(C1[NH:28]C=CN=1)=O.C([O-])(=O)C.[NH4+]. The catalyst is CN(C=O)C.C(OCC)(=O)C. The product is [Cl:1][C:2]1[CH:23]=[CH:22][C:5]([O:6][C:7]2[CH:8]=[CH:9][C:10]([C:13]3[N:18]=[C:17]([C:19]([NH2:28])=[O:20])[CH:16]=[CH:15][N:14]=3)=[CH:11][CH:12]=2)=[C:4]([F:24])[CH:3]=1. The yield is 0.550. (6) The reactants are [O:1]1[C@H:7]2[C@@H:2]1[C:3]([CH3:18])([CH3:17])[O:4][C:5]1[CH:11]=[C:10]([N+:12]([O-:14])=[O:13])[C:9]([O:15][CH3:16])=[CH:8][C:6]=12.O.[NH4+:20]. The catalyst is C(O)C. The product is [NH2:20][C@H:7]1[C:6]2[CH:8]=[C:9]([O:15][CH3:16])[C:10]([N+:12]([O-:14])=[O:13])=[CH:11][C:5]=2[O:4][C:3]([CH3:18])([CH3:17])[C@@H:2]1[OH:1]. The yield is 0.840. (7) The catalyst is O1CCCC1.O.C(N(CC)CC)C. The yield is 0.180. The product is [CH3:22][O:21][CH2:20][CH2:19][O:18][C:14]1[CH:15]=[C:16]2[C:11](=[C:12]([N:23]([CH3:33])[S:24]([C:27]3[N:28]([CH3:32])[CH:29]=[CH:30][N:31]=3)(=[O:25])=[O:26])[CH:13]=1)[NH:10][C:9]([C:7]1[S:8][CH:4]([CH2:3][N:49]3[CH2:54][CH2:53][S:52](=[O:55])[CH2:51][CH2:50]3)[CH2:5][N:6]=1)=[CH:17]2. The reactants are CO[CH:3](OC)[CH:4]1[S:8][C:7]([C:9]2[NH:10][C:11]3[C:16]([CH:17]=2)=[CH:15][C:14]([O:18][CH2:19][CH2:20][O:21][CH3:22])=[CH:13][C:12]=3[N:23]([CH3:33])[S:24]([C:27]2[N:28]([CH3:32])[CH:29]=[CH:30][N:31]=2)(=[O:26])=[O:25])=[N:6][CH2:5]1.FC(F)(F)C(O)=O.S(=O)(=O)(O)O.Cl.[NH:49]1[CH2:54][CH2:53][S:52](=[O:55])[CH2:51][CH2:50]1.C(O[BH-](OC(=O)C)OC(=O)C)(=O)C.[Na+]. (8) The reactants are [CH3:1][C:2]1[C:3]([N+:16]([O-:18])=[O:17])=[CH:4][C:5]([N+:13]([O-:15])=[O:14])=[C:6]([CH:12]=1)[C:7]([O:9][CH2:10][CH3:11])=[O:8].C[C:20]([N:22]([CH3:24])[CH3:23])=O. The catalyst is CN(C=O)C. The product is [CH3:20][N:22]([CH3:24])/[CH:23]=[CH:1]/[C:2]1[C:3]([N+:16]([O-:18])=[O:17])=[CH:4][C:5]([N+:13]([O-:15])=[O:14])=[C:6]([CH:12]=1)[C:7]([O:9][CH2:10][CH3:11])=[O:8]. The yield is 0.280. (9) The reactants are [Br:1][C:2]1[CH:3]=[C:4]2[C:9](=[CH:10][N:11]=1)[N:8]([CH2:12][C@H:13]1[CH2:17][CH2:16][NH:15][CH2:14]1)[CH:7]=[C:6]([C:18]([O:20][CH2:21][CH3:22])=[O:19])[C:5]2=[O:23].I[CH2:25][CH2:26][CH3:27].C(=O)([O-])[O-].[K+].[K+]. The catalyst is C(#N)C.CN(C=O)C. The product is [Br:1][C:2]1[CH:3]=[C:4]2[C:9](=[CH:10][N:11]=1)[N:8]([CH2:12][C@H:13]1[CH2:17][CH2:16][N:15]([CH2:25][CH2:26][CH3:27])[CH2:14]1)[CH:7]=[C:6]([C:18]([O:20][CH2:21][CH3:22])=[O:19])[C:5]2=[O:23]. The yield is 0.380.